This data is from Acute oral toxicity (LD50) regression data from Zhu et al.. The task is: Regression/Classification. Given a drug SMILES string, predict its toxicity properties. Task type varies by dataset: regression for continuous values (e.g., LD50, hERG inhibition percentage) or binary classification for toxic/non-toxic outcomes (e.g., AMES mutagenicity, cardiotoxicity, hepatotoxicity). Dataset: ld50_zhu. (1) The compound is Cc1cccc(C#N)c1. The rat oral LD50 is 1.59, given as -log10 of the dose in mol/kg body weight (higher means more acutely toxic). (2) The drug is [O-][n+]1c2ccccc2nc2ccccc21. The rat oral LD50 is 1.47, given as -log10 of the dose in mol/kg body weight (higher means more acutely toxic).